From a dataset of Catalyst prediction with 721,799 reactions and 888 catalyst types from USPTO. Predict which catalyst facilitates the given reaction. (1) Reactant: C([Li])CCC.[S:6]1[CH:10]=[CH:9][N:8]=[C:7]1[C:11]1([OH:21])[CH2:20][CH2:19][C:14]2([O:18][CH2:17][CH2:16][O:15]2)[CH2:13][CH2:12]1.[C:22](=[O:24])=[O:23].O. Product: [OH:21][C:11]1([C:7]2[S:6][CH:10]=[C:9]([C:22]([OH:24])=[O:23])[N:8]=2)[CH2:12][CH2:13][C:14]2([O:18][CH2:17][CH2:16][O:15]2)[CH2:19][CH2:20]1. The catalyst class is: 295. (2) Reactant: [CH3:1][O:2][C:3]1[CH:8]=[CH:7][C:6]([N:9]2[C:13]([NH2:14])=[CH:12][C:11]([CH3:15])=[N:10]2)=[CH:5][CH:4]=1.[CH2:16]([O:18][C:19](=[O:26])[C:20](=O)[CH2:21][C:22](=O)[CH3:23])[CH3:17]. Product: [CH2:16]([O:18][C:19]([C:20]1[C:12]2[C:11]([CH3:15])=[N:10][N:9]([C:6]3[CH:5]=[CH:4][C:3]([O:2][CH3:1])=[CH:8][CH:7]=3)[C:13]=2[N:14]=[C:22]([CH3:23])[CH:21]=1)=[O:26])[CH3:17]. The catalyst class is: 15.